Dataset: Reaction yield outcomes from USPTO patents with 853,638 reactions. Task: Predict the reaction yield, written as a fraction of the theoretical maximum amount of product (1.0 means a 100% yield; for example, 0.34 means a 34% yield). (1) The reactants are [NH2:1][C:2]1[C:3]([F:23])=[CH:4][C:5]([Cl:22])=[C:6]([C:8]2[C:9](=[O:21])[N:10]([CH2:19][CH3:20])[C:11]3[C:16]([CH:17]=2)=[CH:15][N:14]=[C:13]([Cl:18])[CH:12]=3)[CH:7]=1.[F:24][C:25]1[CH:26]=[C:27]([N:32]=[C:33]=[O:34])[CH:28]=[C:29]([F:31])[CH:30]=1. The yield is 0.610. The product is [Cl:22][C:5]1[C:6]([C:8]2[C:9](=[O:21])[N:10]([CH2:19][CH3:20])[C:11]3[C:16]([CH:17]=2)=[CH:15][N:14]=[C:13]([Cl:18])[CH:12]=3)=[CH:7][C:2]([NH:1][C:33]([NH:32][C:27]2[CH:28]=[C:29]([F:31])[CH:30]=[C:25]([F:24])[CH:26]=2)=[O:34])=[C:3]([F:23])[CH:4]=1. The catalyst is C1COCC1. (2) The reactants are CC([O-])(C)C.[K+].CC1C=CC(S([CH2:17][N+:18]#[C-])(=O)=O)=CC=1.[CH2:20]([O:27][C:28]1[CH:29]=[C:30]([CH:33]=[CH:34][C:35]=1[O:36][CH3:37])[CH:31]=O)[C:21]1[CH:26]=[CH:25][CH:24]=[CH:23][CH:22]=1.CO. The catalyst is C1COCC1.O. The product is [CH2:20]([O:27][C:28]1[CH:29]=[C:30]([CH2:31][C:17]#[N:18])[CH:33]=[CH:34][C:35]=1[O:36][CH3:37])[C:21]1[CH:26]=[CH:25][CH:24]=[CH:23][CH:22]=1. The yield is 0.480. (3) The product is [OH:5][NH:6][C:7]([C:9]1[CH:14]=[CH:13][C:12]([C:15]2[CH:20]=[CH:19][CH:18]=[C:17]([CH:21]([CH3:23])[CH3:22])[CH:16]=2)=[CH:11][N:10]=1)=[O:8]. The catalyst is FC(F)(F)C(O)=O. The reactants are C([O:5][N:6](CCC1C=CC=CC=1)[C:7]([C:9]1[CH:14]=[CH:13][C:12]([C:15]2[CH:20]=[CH:19][CH:18]=[C:17]([CH:21]([CH3:23])[CH3:22])[CH:16]=2)=[CH:11][N:10]=1)=[O:8])(C)(C)C. The yield is 0.100. (4) The reactants are C([O:8][C:9](=[O:25])[C:10]1[C:15]([Cl:16])=[CH:14][CH:13]=[C:12]([NH:17][S:18]([CH2:21][CH2:22][CH3:23])(=[O:20])=[O:19])[C:11]=1[F:24])C1C=CC=CC=1.[OH-].[K+].O.Cl. The catalyst is O1CCCC1. The product is [Cl:16][C:15]1[C:10]([C:9]([OH:25])=[O:8])=[C:11]([F:24])[C:12]([NH:17][S:18]([CH2:21][CH2:22][CH3:23])(=[O:19])=[O:20])=[CH:13][CH:14]=1. The yield is 0.858. (5) The reactants are C(OC([N:8]1[CH2:13][CH2:12][CH:11]([O:14][C:15]2[CH:20]=[CH:19][CH:18]=[CH:17][C:16]=2[Cl:21])[CH2:10][CH2:9]1)=O)(C)(C)C.Cl. The catalyst is O1CCOCC1. The product is [ClH:21].[Cl:21][C:16]1[CH:17]=[CH:18][CH:19]=[CH:20][C:15]=1[O:14][CH:11]1[CH2:12][CH2:13][NH:8][CH2:9][CH2:10]1. The yield is 0.996.